From a dataset of Full USPTO retrosynthesis dataset with 1.9M reactions from patents (1976-2016). Predict the reactants needed to synthesize the given product. Given the product [Br:1][C:2]1[C:3]([N:19]([CH3:24])[S:20]([CH3:23])(=[O:22])=[O:21])=[CH:4][C:5]2[O:9][C:8]([C:10]3[CH:29]([CH3:30])[CH:28]([O:27][CH2:25][CH3:26])[O:12][N:11]=3)=[C:7]([C:14]([NH:15][CH3:16])=[O:17])[C:6]=2[CH:18]=1, predict the reactants needed to synthesize it. The reactants are: [Br:1][C:2]1[C:3]([N:19]([CH3:24])[S:20]([CH3:23])(=[O:22])=[O:21])=[CH:4][C:5]2[O:9][C:8]([C:10](Cl)=[N:11][OH:12])=[C:7]([C:14](=[O:17])[NH:15][CH3:16])[C:6]=2[CH:18]=1.[CH2:25]([O:27][CH:28]=[CH:29][CH3:30])[CH3:26].C([O-])(O)=O.[Na+].